Dataset: Forward reaction prediction with 1.9M reactions from USPTO patents (1976-2016). Task: Predict the product of the given reaction. (1) Given the reactants [CH2:1]([O:8][C:9]1[CH:23]=[CH:22][C:12]2[CH:13]=[C:14]([C:16](O)([CH2:19][CH3:20])[CH2:17][CH3:18])[O:15][C:11]=2[CH:10]=1)[C:2]1[CH:7]=[CH:6][CH:5]=[CH:4][CH:3]=1.[C:24]1([CH3:31])[C:29]([OH:30])=[CH:28][CH:27]=[CH:26][CH:25]=1.B(F)(F)F.O(CC)CC, predict the reaction product. The product is: [CH2:1]([O:8][C:9]1[CH:23]=[CH:22][C:12]2[CH:13]=[C:14]([C:16]([C:26]3[CH:27]=[CH:28][C:29]([OH:30])=[C:24]([CH3:31])[CH:25]=3)([CH2:19][CH3:20])[CH2:17][CH3:18])[O:15][C:11]=2[CH:10]=1)[C:2]1[CH:7]=[CH:6][CH:5]=[CH:4][CH:3]=1. (2) Given the reactants [OH:1][C:2]1[CH:9]=[CH:8][C:5]([C:6]#[N:7])=[CH:4][C:3]=1[O:10][CH3:11].[CH3:12][N:13]1[CH2:18][CH2:17][CH:16](O)[CH2:15][CH2:14]1.C1(P(C2C=CC=CC=2)C2C=CC=CC=2)C=CC=CC=1.CC(OC(/N=N/C(OC(C)(C)C)=O)=O)(C)C, predict the reaction product. The product is: [CH3:11][O:10][C:3]1[CH:4]=[C:5]([CH:8]=[CH:9][C:2]=1[O:1][CH:16]1[CH2:17][CH2:18][N:13]([CH3:12])[CH2:14][CH2:15]1)[C:6]#[N:7]. (3) Given the reactants [CH2:1]([Li])CCC.I[C:7]1[CH:8]=[C:9]([CH:12]=[CH:13][C:14]=1C)[CH2:10][OH:11].C[O:17][B:18](OC)[O:19]C, predict the reaction product. The product is: [OH:11][CH2:10][C:9]1[C:8]([CH3:1])=[C:7]([B:18]([OH:19])[OH:17])[CH:14]=[CH:13][CH:12]=1. (4) Given the reactants [Br:1][C:2]1[CH:3]=[C:4]2[C:12](=[C:13]([C:15](=[O:17])[NH2:16])[CH:14]=1)[NH:11][C:10]1[CH:9]=[C:8]([C:18]([O:20]CC)=[O:19])[CH:7]=[CH:6][C:5]2=1.[OH-].[Li+], predict the reaction product. The product is: [Br:1][C:2]1[CH:3]=[C:4]2[C:12](=[C:13]([C:15](=[O:17])[NH2:16])[CH:14]=1)[NH:11][C:10]1[CH:9]=[C:8]([C:18]([OH:20])=[O:19])[CH:7]=[CH:6][C:5]2=1.